Dataset: Acute oral toxicity (LD50) regression data from Zhu et al.. Task: Regression/Classification. Given a drug SMILES string, predict its toxicity properties. Task type varies by dataset: regression for continuous values (e.g., LD50, hERG inhibition percentage) or binary classification for toxic/non-toxic outcomes (e.g., AMES mutagenicity, cardiotoxicity, hepatotoxicity). Dataset: ld50_zhu. (1) The molecule is COC(=O)C=C(Cl)C(=O)OC. The rat oral LD50 is 0.693, given as -log10 of the dose in mol/kg body weight (higher means more acutely toxic). (2) The drug is C=C[Si](OC)(OC)OC. The rat oral LD50 is 1.12, given as -log10 of the dose in mol/kg body weight (higher means more acutely toxic). (3) The molecule is CC(O)c1cccc(N)c1. The rat oral LD50 is 1.65, given as -log10 of the dose in mol/kg body weight (higher means more acutely toxic). (4) The drug is COP(=O)(OC)SC. The rat oral LD50 is 4.02, given as -log10 of the dose in mol/kg body weight (higher means more acutely toxic).